Dataset: Forward reaction prediction with 1.9M reactions from USPTO patents (1976-2016). Task: Predict the product of the given reaction. (1) Given the reactants [F:1][C:2]1[CH:7]=[CH:6][C:5]([C:8]2[CH:16]=[CH:15][CH:14]=[C:13]3[C:9]=2[CH2:10][C:11](=[O:17])[NH:12]3)=[CH:4][CH:3]=1.[CH2:18]([N:20]([CH2:35][CH3:36])[CH2:21][CH2:22][NH:23][C:24]([C:26]1[C:30]([CH3:31])=[C:29]([CH:32]=O)[NH:28][C:27]=1[CH3:34])=[O:25])[CH3:19], predict the reaction product. The product is: [CH2:35]([N:20]([CH2:18][CH3:19])[CH2:21][CH2:22][NH:23][C:24]([C:26]1[C:30]([CH3:31])=[C:29]([CH:32]=[C:10]2[C:9]3[C:13](=[CH:14][CH:15]=[CH:16][C:8]=3[C:5]3[CH:4]=[CH:3][C:2]([F:1])=[CH:7][CH:6]=3)[NH:12][C:11]2=[O:17])[NH:28][C:27]=1[CH3:34])=[O:25])[CH3:36]. (2) Given the reactants [Cl:1][CH2:2][C:3](N(OC)C)=[O:4].[CH:9]1([Mg]Br)[CH2:13][CH2:12][CH2:11][CH2:10]1, predict the reaction product. The product is: [Cl:1][CH2:2][C:3]([CH:9]1[CH2:13][CH2:12][CH2:11][CH2:10]1)=[O:4]. (3) Given the reactants [C:1]([O:5][C:6](=[O:19])[NH:7][CH2:8][C@@H:9]1[CH2:11][C@H:10]1[C:12]1[CH:17]=[CH:16][C:15](Br)=[CH:14][CH:13]=1)([CH3:4])([CH3:3])[CH3:2].C([O-])([O-])=O.[K+].[K+].[Cl:26][C:27]1[CH:32]=[CH:31][C:30](B(O)O)=[CH:29][CH:28]=1, predict the reaction product. The product is: [C:1]([O:5][C:6](=[O:19])[NH:7][CH2:8][C@@H:9]1[CH2:11][C@H:10]1[C:12]1[CH:17]=[CH:16][C:15]([C:30]2[CH:31]=[CH:32][C:27]([Cl:26])=[CH:28][CH:29]=2)=[CH:14][CH:13]=1)([CH3:4])([CH3:3])[CH3:2]. (4) Given the reactants O[C:2]1[C:7]([C:8]#[N:9])=[C:6]([C:10]2[CH:15]=[C:14]([O:16][CH3:17])[CH:13]=[CH:12][N:11]=2)[N:5]=[C:4]([S:18][CH3:19])[N:3]=1.P(Cl)(Cl)([Cl:22])=O, predict the reaction product. The product is: [Cl:22][C:2]1[C:7]([C:8]#[N:9])=[C:6]([C:10]2[CH:15]=[C:14]([O:16][CH3:17])[CH:13]=[CH:12][N:11]=2)[N:5]=[C:4]([S:18][CH3:19])[N:3]=1. (5) Given the reactants N[C:2]1[CH:15]=[CH:14][C:13]2[C:4](=[C:5]([NH2:16])[C:6]3[C:11]([N:12]=2)=[CH:10][CH:9]=[CH:8][CH:7]=3)[CH:3]=1.[C:17]([O:21][C:22]([CH3:25])([CH3:24])[CH3:23])(=[O:20])[CH:18]=[CH2:19].C(N(CC)CC)C, predict the reaction product. The product is: [C:22]([O:21][C:17](=[O:20])[CH:18]=[CH:19][C:2]1[CH:15]=[CH:14][C:13]2[C:4](=[C:5]([NH2:16])[C:6]3[C:11]([N:12]=2)=[CH:10][CH:9]=[CH:8][CH:7]=3)[CH:3]=1)([CH3:25])([CH3:24])[CH3:23]. (6) Given the reactants [F:1][C:2]1[CH:7]=[CH:6][CH:5]=[C:4]([F:8])[C:3]=1[C:9]1[CH:22]=[C:21]2[C:12]([N:13]3[C:18]([CH2:19][O:20]2)=[N:17][NH:16][C:15](=[O:23])[C@H:14]3[CH3:24])=[CH:11][C:10]=1[C@@H:25]1[CH2:30][CH2:29][NH:28][CH2:27][C@@H:26]1[CH3:31].C=O.[BH3-][C:35]#N.[Na+].C([O-])(O)=O.[Na+], predict the reaction product. The product is: [F:8][C:4]1[CH:5]=[CH:6][CH:7]=[C:2]([F:1])[C:3]=1[C:9]1[CH:22]=[C:21]2[C:12]([N:13]3[C:18]([CH2:19][O:20]2)=[N:17][NH:16][C:15](=[O:23])[C@H:14]3[CH3:24])=[CH:11][C:10]=1[C@@H:25]1[CH2:30][CH2:29][N:28]([CH3:35])[CH2:27][C@@H:26]1[CH3:31]. (7) Given the reactants [F:1][C:2]([F:8])([F:7])[S:3]([NH2:6])(=[O:5])=[O:4].S(Cl)(Cl)=O.[F:13][S:14](O)(=[O:16])=[O:15].Cl.[OH-].[K+], predict the reaction product. The product is: [C:2]([S:3]([NH:6][S:14]([F:13])(=[O:16])=[O:15])(=[O:5])=[O:4])([F:8])([F:7])[F:1]. (8) Given the reactants [CH2:1]([N:8]1[C:12]([C:13]([F:16])([F:15])[F:14])=[CH:11][C:10]([C:17]2[O:18][C:19]([CH:22]=[O:23])=[CH:20][CH:21]=2)=[N:9]1)[C:2]1[CH:7]=[CH:6][CH:5]=[CH:4][CH:3]=1.[BH4-].[Na+], predict the reaction product. The product is: [CH2:1]([N:8]1[C:12]([C:13]([F:15])([F:16])[F:14])=[CH:11][C:10]([C:17]2[O:18][C:19]([CH2:22][OH:23])=[CH:20][CH:21]=2)=[N:9]1)[C:2]1[CH:7]=[CH:6][CH:5]=[CH:4][CH:3]=1. (9) Given the reactants [C:1]1([N:7]2[C:12](=[O:13])[C:11]3[S:14][CH:15]=[C:16]([C:17]4[CH:22]=[CH:21][CH:20]=[CH:19][CH:18]=4)[C:10]=3[N:9]=[CH:8]2)[CH:6]=[CH:5][CH:4]=[CH:3][CH:2]=1.NC1C(C2C=CC([F:35])=CC=2)=CSC=1C(OC)=O.C([O:47][CH2:48]C)(OCC)OCC.COC1C=CC(N)=CC=1, predict the reaction product. The product is: [F:35][C:20]1[CH:19]=[CH:18][C:17]([C:16]2[C:10]3[N:9]=[CH:8][N:7]([C:1]4[CH:6]=[CH:5][C:4]([O:47][CH3:48])=[CH:3][CH:2]=4)[C:12](=[O:13])[C:11]=3[S:14][CH:15]=2)=[CH:22][CH:21]=1. (10) Given the reactants [Cl:1][C:2]1[CH:7]=[CH:6][C:5]([C:8]2([CH:18]([C:22]#[N:23])C(O)=O)[CH2:17][CH2:16][C:11]3([O:15][CH2:14][CH2:13][O:12]3)[CH2:10][CH2:9]2)=[CH:4][CH:3]=1, predict the reaction product. The product is: [Cl:1][C:2]1[CH:7]=[CH:6][C:5]([C:8]2([CH2:18][C:22]#[N:23])[CH2:9][CH2:10][C:11]3([O:12][CH2:13][CH2:14][O:15]3)[CH2:16][CH2:17]2)=[CH:4][CH:3]=1.